Dataset: Forward reaction prediction with 1.9M reactions from USPTO patents (1976-2016). Task: Predict the product of the given reaction. (1) Given the reactants [CH3:1][N:2]([CH2:4][C:5]1[CH:6]=[C:7]([NH2:11])[CH:8]=[CH:9][CH:10]=1)[CH3:3].Cl[C:13]1[N:18]=[CH:17][N:16]=[C:15]([NH:19][CH2:20][CH3:21])[CH:14]=1, predict the reaction product. The product is: [CH3:3][N:2]([CH2:4][C:5]1[CH:6]=[C:7]([NH:11][C:13]2[CH:14]=[C:15]([NH:19][CH2:20][CH3:21])[N:16]=[CH:17][N:18]=2)[CH:8]=[CH:9][CH:10]=1)[CH3:1]. (2) Given the reactants Br[C@H:2]1[CH2:6][CH2:5][N:4]([C:7]([O:9][C:10]([CH3:13])([CH3:12])[CH3:11])=[O:8])[CH2:3]1.C(=O)([O-])[O-].[K+].[K+].[O:20]1[CH:24]=[CH:23][CH:22]=[C:21]1[C:25]1[NH:29][N:28]=[C:27]([C:30]([F:33])([F:32])[F:31])[CH:26]=1.O1C=CC=C1C1N(C2C=C(C#N)SC=2)N=C(C(F)(F)F)C=1.O.NN, predict the reaction product. The product is: [O:20]1[CH:24]=[CH:23][CH:22]=[C:21]1[C:25]1[N:29]([C@@H:2]2[CH2:6][CH2:5][N:4]([C:7]([O:9][C:10]([CH3:13])([CH3:12])[CH3:11])=[O:8])[CH2:3]2)[N:28]=[C:27]([C:30]([F:33])([F:31])[F:32])[CH:26]=1. (3) Given the reactants [ClH:1].Cl.[CH3:3][O:4][C:5]1[CH:10]=[CH:9][C:8]([NH:11][C:12]([N:14]2[CH2:19][CH2:18][NH:17][CH2:16][CH:15]2[CH2:20][O:21][C:22]2[CH:23]=[N:24][CH:25]=[CH:26][CH:27]=2)=[O:13])=[CH:7][CH:6]=1.[CH:28](O)=O.[OH-].[Na+], predict the reaction product. The product is: [ClH:1].[ClH:1].[CH3:3][O:4][C:5]1[CH:6]=[CH:7][C:8]([NH:11][C:12]([N:14]2[CH2:19][CH2:18][N:17]([CH3:28])[CH2:16][CH:15]2[CH2:20][O:21][C:22]2[CH:23]=[N:24][CH:25]=[CH:26][CH:27]=2)=[O:13])=[CH:9][CH:10]=1. (4) Given the reactants C([O:3][CH:4](OCC)[C:5]([C:7]1[CH:12]=[CH:11][CH:10]=[CH:9][CH:8]=1)=[CH2:6])C.C(O)=O.O, predict the reaction product. The product is: [CH:4](=[O:3])[C:5]([C:7]1[CH:12]=[CH:11][CH:10]=[CH:9][CH:8]=1)=[CH2:6]. (5) The product is: [C:10]([O:9][C:7]([C:6]1[CH:14]=[C:15]([CH3:21])[C:16]([C:17]([OH:19])=[O:18])=[C:4]([NH:3][CH2:1][CH3:2])[C:5]=1[CH3:22])=[O:8])([CH3:13])([CH3:12])[CH3:11]. Given the reactants [CH2:1]([NH:3][C:4]1[C:5]([CH3:22])=[C:6]([CH:14]=[C:15]([CH3:21])[C:16]=1[C:17]([O:19]C)=[O:18])[C:7]([O:9][C:10]([CH3:13])([CH3:12])[CH3:11])=[O:8])[CH3:2].[OH-].[Li+].[OH-].[Na+].Cl, predict the reaction product. (6) The product is: [C:26]([C:24]1[CH:25]=[C:20]([N:19]2[CH:12]=[CH:11][C:10]3[C:15](=[CH:16][CH:17]=[C:8]([O:7][CH2:6][C@H:2]4[CH2:3][CH2:4][CH2:5][O:1]4)[CH:9]=3)[C:14]2=[O:18])[CH:21]=[CH:22][C:23]=1[N:29]1[CH2:33][CH2:32][C@@H:31]([N:34]2[CH2:35][CH2:36][CH2:37][CH2:38]2)[CH2:30]1)(=[O:28])[CH3:27]. Given the reactants [O:1]1[CH2:5][CH2:4][CH2:3][C@@H:2]1[CH2:6][O:7][C:8]1[CH:9]=[C:10]2[C:15](=[CH:16][CH:17]=1)[C:14](=[O:18])O[CH:12]=[CH:11]2.[NH2:19][C:20]1[CH:21]=[CH:22][C:23]([N:29]2[CH2:33][CH2:32][C@@H:31]([N:34]3[CH2:38][CH2:37][CH2:36][CH2:35]3)[CH2:30]2)=[C:24]([C:26](=[O:28])[CH3:27])[CH:25]=1, predict the reaction product. (7) Given the reactants [CH3:1][C:2]1[C:7]([N+:8]([O-:10])=[O:9])=[CH:6][N:5]=[C:4](O)[CH:3]=1.P(Br)(Br)([Br:14])=O, predict the reaction product. The product is: [Br:14][C:4]1[CH:3]=[C:2]([CH3:1])[C:7]([N+:8]([O-:10])=[O:9])=[CH:6][N:5]=1. (8) Given the reactants [S:1]1[C:5]([C:6]([OH:8])=O)=[CH:4][CH:3]=[N:2]1.Cl.[CH3:10][NH:11][O:12][CH3:13].Cl.CN(C)CCCN=C=NCC.C(N(CC)CC)C, predict the reaction product. The product is: [CH3:13][O:12][N:11]([CH3:10])[C:6]([C:5]1[S:1][N:2]=[CH:3][CH:4]=1)=[O:8]. (9) The product is: [CH3:1][S:2]([NH:6][C:7]1[CH:16]=[CH:15][CH:14]=[CH:13][C:8]=1[C:9]([O:11][CH3:12])=[O:10])(=[O:4])=[O:3]. Given the reactants [CH3:1][S:2](Cl)(=[O:4])=[O:3].[NH2:6][C:7]1[CH:16]=[CH:15][CH:14]=[CH:13][C:8]=1[C:9]([O:11][CH3:12])=[O:10], predict the reaction product.